This data is from Reaction yield outcomes from USPTO patents with 853,638 reactions. The task is: Predict the reaction yield, written as a fraction of the theoretical maximum amount of product (1.0 means a 100% yield; for example, 0.34 means a 34% yield). (1) The reactants are [C:1]([O:5][C@@H:6]([C@H:8]1[CH2:12][O:11][C:10](=[O:13])[N:9]1[C:14]1[CH:19]=[CH:18][N:17]=[C:16](F)[N:15]=1)[CH3:7])([CH3:4])([CH3:3])[CH3:2].[C:21]1([C@@H:27]([NH2:29])[CH3:28])[CH:26]=[CH:25][CH:24]=[CH:23][CH:22]=1.CCN(C(C)C)C(C)C.O. The catalyst is CS(C)=O.CCCCCCC.C(OCC)(=O)C. The product is [C:1]([O:5][C@@H:6]([C@H:8]1[CH2:12][O:11][C:10](=[O:13])[N:9]1[C:14]1[CH:19]=[CH:18][N:17]=[C:16]([NH:29][C@H:27]([C:21]2[CH:26]=[CH:25][CH:24]=[CH:23][CH:22]=2)[CH3:28])[N:15]=1)[CH3:7])([CH3:4])([CH3:3])[CH3:2]. The yield is 0.930. (2) The reactants are [Br:1][C:2]1[CH:3]=[C:4]2[C:9](=[CH:10][CH:11]=1)[N:8]=[CH:7][C:6]([OH:12])=[C:5]2[C:13](=[N:25]O)[C:14]1[CH:19]=[CH:18][C:17]([C:20]([CH3:24])([CH3:23])[C:21]#[N:22])=[CH:16][CH:15]=1.O. The catalyst is CC(O)=O. The product is [Br:1][C:2]1[CH:11]=[CH:10][C:9]2[N:8]=[CH:7][C:6]3[O:12][N:25]=[C:13]([C:14]4[CH:15]=[CH:16][C:17]([C:20]([CH3:24])([CH3:23])[C:21]#[N:22])=[CH:18][CH:19]=4)[C:5]=3[C:4]=2[CH:3]=1. The yield is 0.120. (3) The reactants are [N:1]1[C:5]2[CH:6]=[CH:7][N:8]=[CH:9][C:4]=2[NH:3][CH:2]=1.Br[C:11]1[CH:16]=[CH:15][C:14]([F:17])=[CH:13][N:12]=1.OC1C=CC=C2C=1N=CC=C2.C([O-])([O-])=O.[Cs+].[Cs+]. The catalyst is CS(C)=O.O.[Cu-]=O. The product is [F:17][C:14]1[CH:15]=[CH:16][C:11]([N:1]2[C:5]3[CH:6]=[CH:7][N:8]=[CH:9][C:4]=3[N:3]=[CH:2]2)=[N:12][CH:13]=1. The yield is 0.250. (4) The reactants are CC(OI1(OC(C)=O)(OC(C)=O)OC(=O)C2C=CC=CC1=2)=O.O[CH2:24][CH2:25][CH2:26][CH2:27][O:28][C:29]1[N:38]=[C:37]2[C:32]([CH:33]=[C:34]([CH2:40][C:41]([F:44])([F:43])[F:42])[C:35](=[O:39])[NH:36]2)=[CH:31][CH:30]=1.[O-]S([O-])(=S)=O.[Na+].[Na+].Cl.[C:53]1([N:63]2[CH2:68][CH2:67][NH:66][CH2:65][CH2:64]2)[C:62]2[C:57](=[CH:58][CH:59]=[CH:60][CH:61]=2)[CH:56]=[CH:55][CH:54]=1.CCN(CC)CC.[BH-](OC(C)=O)(OC(C)=O)OC(C)=O.[Na+]. The catalyst is C(Cl)Cl.C1COCC1.ClCCCl.CCOCC. The product is [C:53]1([N:63]2[CH2:68][CH2:67][N:66]([CH2:24][CH2:25][CH2:26][CH2:27][O:28][C:29]3[N:38]=[C:37]4[C:32]([CH:33]=[C:34]([CH2:40][C:41]([F:44])([F:43])[F:42])[C:35](=[O:39])[NH:36]4)=[CH:31][CH:30]=3)[CH2:65][CH2:64]2)[C:62]2[C:57](=[CH:58][CH:59]=[CH:60][CH:61]=2)[CH:56]=[CH:55][CH:54]=1. The yield is 0.500. (5) The reactants are [CH3:1][C:2]1[C:10]([N+:11]([O-:13])=[O:12])=[CH:9][CH:8]=[CH:7][C:3]=1[C:4]([OH:6])=[O:5].S(=O)(=O)(O)O.[Br:19]N1C(C)(C)C(=O)N(Br)C1=O. The catalyst is O1CCCC1. The product is [Br:19][C:8]1[CH:9]=[C:10]([N+:11]([O-:13])=[O:12])[C:2]([CH3:1])=[C:3]([CH:7]=1)[C:4]([OH:6])=[O:5]. The yield is 0.954. (6) The reactants are [CH3:1][C:2]1[C:6]([C:7]2[CH:16]=[C:15]3[C:10]([C:11]([OH:17])=[CH:12][CH:13]=[N:14]3)=[CH:9][CH:8]=2)=[C:5]([CH3:18])[O:4][N:3]=1.[N+:19]([O-])([OH:21])=[O:20]. The catalyst is C(O)(=O)CC. The product is [CH3:1][C:2]1[C:6]([C:7]2[CH:16]=[C:15]3[C:10]([C:11]([OH:17])=[C:12]([N+:19]([O-:21])=[O:20])[CH:13]=[N:14]3)=[CH:9][CH:8]=2)=[C:5]([CH3:18])[O:4][N:3]=1. The yield is 0.750. (7) The reactants are [CH3:14][CH:12]([O:11][C:9](/[N:8]=[N:8]/[C:9]([O:11][CH:12]([CH3:14])C)=[O:10])=[O:10])C.C(N1CCN(CCCO[C:28]2[CH:33]=[CH:32][C:31]([CH:34]3[CH2:39][CH2:38]N(C4CCC5N(C(C(F)(F)F)=NN=5)N=4)[CH2:36][CH2:35]3)=[CH:30][CH:29]=2)CC1)(=O)C.[OH:53][CH2:54][CH2:55][N:56]1[CH2:61][CH2:60][N:59]([C:62]([O:64][C:65]([CH3:68])([CH3:67])[CH3:66])=[O:63])[CH2:58][CH2:57]1.[C:69]1(P([C:69]2[CH:74]=[CH:73]C=[CH:71][CH:70]=2)[C:69]2[CH:74]=[CH:73]C=[CH:71][CH:70]=2)[CH:74]=[CH:73]C=[CH:71][CH:70]=1. The catalyst is C1COCC1. The product is [CH2:12]([O:11][C:9]([N:8]1[CH2:36][CH:35]=[C:34]([C:31]2[CH:30]=[CH:29][C:28]([O:53][CH2:54][CH2:55][N:56]3[CH2:61][CH2:60][N:59]([C:62]([O:64][C:65]([CH3:68])([CH3:67])[CH3:66])=[O:63])[CH2:58][CH2:57]3)=[CH:33][CH:32]=2)[CH2:39][CH2:38]1)=[O:10])[C:14]1[CH:73]=[CH:74][CH:69]=[CH:70][CH:71]=1. The yield is 0.820. (8) The reactants are [CH2:1]([N:3]1[C:14](=[O:15])[C:12]2[N:13]3[C:8](=[CH:9][C:10](=[O:18])[C:11]=2[O:16][CH3:17])[CH:7]([OH:19])[CH2:6][CH:5]3[CH2:4]1)[CH3:2].[H-].[Na+].[CH3:22]I. The catalyst is CN(C=O)C. The product is [CH2:1]([N:3]1[C:14](=[O:15])[C:12]2[N:13]3[C:8](=[CH:9][C:10](=[O:18])[C:11]=2[O:16][CH3:17])[CH:7]([O:19][CH3:22])[CH2:6][CH:5]3[CH2:4]1)[CH3:2]. The yield is 0.500. (9) The reactants are [NH2:1][C:2]1[CH:11]=[CH:10][C:5]([C:6]([O:8][CH3:9])=[O:7])=[CH:4][CH:3]=1.[I:12]Cl. The catalyst is CC(O)=O. The product is [NH2:1][C:2]1[CH:3]=[CH:4][C:5]([C:6]([O:8][CH3:9])=[O:7])=[CH:10][C:11]=1[I:12]. The yield is 0.750.